This data is from Forward reaction prediction with 1.9M reactions from USPTO patents (1976-2016). The task is: Predict the product of the given reaction. (1) Given the reactants Br[C:2]1[CH:7]=[CH:6][N:5]=[C:4]([Cl:8])[CH:3]=1.C([Mg]Cl)(C)C.[CH3:14][CH:15]1[CH2:20][CH2:19][C:18](=[O:21])[CH2:17][CH2:16]1, predict the reaction product. The product is: [Cl:8][C:4]1[CH:3]=[C:2]([C:18]2([OH:21])[CH2:19][CH2:20][CH:15]([CH3:14])[CH2:16][CH2:17]2)[CH:7]=[CH:6][N:5]=1. (2) Given the reactants [C:1]([N:5]1[CH:9]=[C:8]([NH:10][C:11]2[N:16]=[CH:15][N:14]=[C:13]([C:17]3[CH:18]=[CH:19][C:20]([O:25][C@H:26]4[CH2:31][CH2:30][NH:29][CH2:28][C@H:27]4[F:32])=[C:21]([CH:24]=3)[C:22]#[N:23])[N:12]=2)[CH:7]=[N:6]1)([CH3:4])([CH3:3])[CH3:2].[OH:33][CH2:34][CH2:35][C:36](O)=[O:37], predict the reaction product. The product is: [C:1]([N:5]1[CH:9]=[C:8]([NH:10][C:11]2[N:16]=[CH:15][N:14]=[C:13]([C:17]3[CH:18]=[CH:19][C:20]([O:25][C@H:26]4[CH2:31][CH2:30][N:29]([C:34](=[O:33])[CH2:35][CH2:36][OH:37])[CH2:28][C@H:27]4[F:32])=[C:21]([CH:24]=3)[C:22]#[N:23])[N:12]=2)[CH:7]=[N:6]1)([CH3:4])([CH3:2])[CH3:3]. (3) Given the reactants [CH2:1]([N:8]1[CH2:13][CH2:12][C:11](=O)[CH2:10][CH2:9]1)[C:2]1[CH:7]=[CH:6][CH:5]=[CH:4][CH:3]=1.[Cl:15][C:16]1[CH:17]=[C:18]([CH:20]=[CH:21][C:22]=1[Cl:23])[NH2:19], predict the reaction product. The product is: [CH2:1]([N:8]1[CH2:13][CH2:12][CH:11]([NH:19][C:18]2[CH:20]=[CH:21][C:22]([Cl:23])=[C:16]([Cl:15])[CH:17]=2)[CH2:10][CH2:9]1)[C:2]1[CH:7]=[CH:6][CH:5]=[CH:4][CH:3]=1.